This data is from CYP2D6 inhibition data for predicting drug metabolism from PubChem BioAssay. The task is: Regression/Classification. Given a drug SMILES string, predict its absorption, distribution, metabolism, or excretion properties. Task type varies by dataset: regression for continuous measurements (e.g., permeability, clearance, half-life) or binary classification for categorical outcomes (e.g., BBB penetration, CYP inhibition). Dataset: cyp2d6_veith. (1) The drug is O=S(=O)(c1ccccc1)N1CCC2(CC1)CN(c1ccccc1)C2. The result is 0 (non-inhibitor). (2) The drug is COc1ccc(N(CC(=O)NN=C2CCCC2)S(=O)(=O)c2ccccc2)cc1. The result is 0 (non-inhibitor). (3) The compound is O=C1C2C3C=CC(C2C(=O)N1CN1CCOCC1)C1C2C(=O)N(CN4CCOCC4)C(=O)C2C31. The result is 0 (non-inhibitor). (4) The molecule is CCCc1cc2c(n1CCc1ccc(Cl)cc1)C(C)C1CN(C(=O)c3ccccc3)C(C)(C(=O)OC)C21. The result is 1 (inhibitor). (5) The drug is FC(F)(F)c1cc(CO[C@H]2CCCN[C@H]2c2ccccc2)cc(C(F)(F)F)c1. The result is 1 (inhibitor).